This data is from NCI-60 drug combinations with 297,098 pairs across 59 cell lines. The task is: Regression. Given two drug SMILES strings and cell line genomic features, predict the synergy score measuring deviation from expected non-interaction effect. (1) Drug 1: CC=C1C(=O)NC(C(=O)OC2CC(=O)NC(C(=O)NC(CSSCCC=C2)C(=O)N1)C(C)C)C(C)C. Drug 2: C(=O)(N)NO. Cell line: SK-MEL-5. Synergy scores: CSS=23.9, Synergy_ZIP=1.72, Synergy_Bliss=3.49, Synergy_Loewe=-52.6, Synergy_HSA=-0.224. (2) Cell line: A498. Drug 1: C1=C(C(=O)NC(=O)N1)F. Drug 2: CCN(CC)CCCC(C)NC1=C2C=C(C=CC2=NC3=C1C=CC(=C3)Cl)OC. Synergy scores: CSS=51.8, Synergy_ZIP=-9.88, Synergy_Bliss=-12.1, Synergy_Loewe=-6.45, Synergy_HSA=-5.58. (3) Drug 1: CS(=O)(=O)C1=CC(=C(C=C1)C(=O)NC2=CC(=C(C=C2)Cl)C3=CC=CC=N3)Cl. Drug 2: CN(C)C1=NC(=NC(=N1)N(C)C)N(C)C. Cell line: NCI-H460. Synergy scores: CSS=-3.05, Synergy_ZIP=-0.0863, Synergy_Bliss=-0.275, Synergy_Loewe=-4.10, Synergy_HSA=-2.67. (4) Drug 1: CC1=C2C(C(=O)C3(C(CC4C(C3C(C(C2(C)C)(CC1OC(=O)C(C(C5=CC=CC=C5)NC(=O)C6=CC=CC=C6)O)O)OC(=O)C7=CC=CC=C7)(CO4)OC(=O)C)O)C)OC(=O)C. Drug 2: CC12CCC3C(C1CCC2OP(=O)(O)O)CCC4=C3C=CC(=C4)OC(=O)N(CCCl)CCCl.[Na+]. Cell line: TK-10. Synergy scores: CSS=80.4, Synergy_ZIP=6.30, Synergy_Bliss=7.53, Synergy_Loewe=-10.9, Synergy_HSA=7.95. (5) Synergy scores: CSS=51.4, Synergy_ZIP=0.754, Synergy_Bliss=4.33, Synergy_Loewe=-18.8, Synergy_HSA=1.21. Drug 2: CCCCC(=O)OCC(=O)C1(CC(C2=C(C1)C(=C3C(=C2O)C(=O)C4=C(C3=O)C=CC=C4OC)O)OC5CC(C(C(O5)C)O)NC(=O)C(F)(F)F)O. Drug 1: C(=O)(N)NO. Cell line: 786-0. (6) Drug 1: C1=CC(=C2C(=C1NCCNCCO)C(=O)C3=C(C=CC(=C3C2=O)O)O)NCCNCCO. Drug 2: CC1CCC2CC(C(=CC=CC=CC(CC(C(=O)C(C(C(=CC(C(=O)CC(OC(=O)C3CCCCN3C(=O)C(=O)C1(O2)O)C(C)CC4CCC(C(C4)OC)OCCO)C)C)O)OC)C)C)C)OC. Cell line: RPMI-8226. Synergy scores: CSS=43.2, Synergy_ZIP=-5.06, Synergy_Bliss=-2.43, Synergy_Loewe=-5.36, Synergy_HSA=1.25. (7) Drug 1: C1=NC2=C(N=C(N=C2N1C3C(C(C(O3)CO)O)O)F)N. Drug 2: CC1=C(C(=CC=C1)Cl)NC(=O)C2=CN=C(S2)NC3=CC(=NC(=N3)C)N4CCN(CC4)CCO. Cell line: NCI-H322M. Synergy scores: CSS=1.50, Synergy_ZIP=1.43, Synergy_Bliss=-1.55, Synergy_Loewe=-3.36, Synergy_HSA=-3.72. (8) Drug 1: CCC(=C(C1=CC=CC=C1)C2=CC=C(C=C2)OCCN(C)C)C3=CC=CC=C3.C(C(=O)O)C(CC(=O)O)(C(=O)O)O. Drug 2: CC1CCC2CC(C(=CC=CC=CC(CC(C(=O)C(C(C(=CC(C(=O)CC(OC(=O)C3CCCCN3C(=O)C(=O)C1(O2)O)C(C)CC4CCC(C(C4)OC)OCCO)C)C)O)OC)C)C)C)OC. Cell line: HL-60(TB). Synergy scores: CSS=9.44, Synergy_ZIP=-1.91, Synergy_Bliss=1.57, Synergy_Loewe=0.952, Synergy_HSA=1.01. (9) Drug 1: C1CC(C1)(C(=O)O)C(=O)O.[NH2-].[NH2-].[Pt+2]. Drug 2: C(CCl)NC(=O)N(CCCl)N=O. Cell line: MDA-MB-231. Synergy scores: CSS=9.49, Synergy_ZIP=-3.45, Synergy_Bliss=0.778, Synergy_Loewe=-3.45, Synergy_HSA=-0.572. (10) Drug 1: C1CC(=O)NC(=O)C1N2C(=O)C3=CC=CC=C3C2=O. Drug 2: CC1=C(C(=O)C2=C(C1=O)N3CC4C(C3(C2COC(=O)N)OC)N4)N. Cell line: NCI-H522. Synergy scores: CSS=38.7, Synergy_ZIP=4.02, Synergy_Bliss=4.86, Synergy_Loewe=-37.8, Synergy_HSA=3.98.